From a dataset of Reaction yield outcomes from USPTO patents with 853,638 reactions. Predict the reaction yield, written as a fraction of the theoretical maximum amount of product (1.0 means a 100% yield; for example, 0.34 means a 34% yield). The reactants are [CH2:1]([N:8]1[CH2:16][C:15]2[C:10](=[CH:11][CH:12]=[C:13]([C:17](OC)=[O:18])[CH:14]=2)[CH2:9]1)[C:2]1[CH:7]=[CH:6][CH:5]=[CH:4][CH:3]=1.[H-].[Al+3].[Li+].[H-].[H-].[H-]. The catalyst is O1CCCC1. The product is [CH2:1]([N:8]1[CH2:16][C:15]2[C:10](=[CH:11][CH:12]=[C:13]([CH2:17][OH:18])[CH:14]=2)[CH2:9]1)[C:2]1[CH:3]=[CH:4][CH:5]=[CH:6][CH:7]=1. The yield is 0.990.